This data is from Peptide-MHC class I binding affinity with 185,985 pairs from IEDB/IMGT. The task is: Regression. Given a peptide amino acid sequence and an MHC pseudo amino acid sequence, predict their binding affinity value. This is MHC class I binding data. (1) The peptide sequence is FLEESHPGI. The MHC is HLA-A01:01 with pseudo-sequence HLA-A01:01. The binding affinity (normalized) is 0.0847. (2) The peptide sequence is LATLKDMWK. The MHC is HLA-A31:01 with pseudo-sequence HLA-A31:01. The binding affinity (normalized) is 0.0847. (3) The MHC is H-2-Kd with pseudo-sequence H-2-Kd. The binding affinity (normalized) is 0.867. The peptide sequence is AYAKQFAAI. (4) The peptide sequence is IQDEIVAAY. The MHC is HLA-B15:17 with pseudo-sequence HLA-B15:17. The binding affinity (normalized) is 0.400.